Dataset: Forward reaction prediction with 1.9M reactions from USPTO patents (1976-2016). Task: Predict the product of the given reaction. (1) Given the reactants F[C:2]1[CH:7]=[CH:6][C:5]([NH:8][C:9](=[O:35])[NH:10][C:11]2[CH:16]=[CH:15][C:14]([C:17]3[CH:18]=[C:19]4[C:23](=[CH:24][CH:25]=3)[C:22](=[O:26])[N:21]([C@@H:27]([CH:32]([CH3:34])[CH3:33])[C:28]([O:30][CH3:31])=[O:29])[CH2:20]4)=[CH:13][CH:12]=2)=[CH:4][CH:3]=1.NC1C=CC(C2C=C3C(=CC=2)C(=O)N([C@@H](C(C)C)C(OC)=O)C3)=CC=1.[F:61][C:62]([F:73])([F:72])C1C=CC(N=C=O)=CC=1, predict the reaction product. The product is: [CH3:33][CH:32]([CH3:34])[C@H:27]([N:21]1[CH2:20][C:19]2[C:23](=[CH:24][CH:25]=[C:17]([C:14]3[CH:13]=[CH:12][C:11]([NH:10][C:9]([NH:8][C:5]4[CH:6]=[CH:7][C:2]([C:62]([F:73])([F:72])[F:61])=[CH:3][CH:4]=4)=[O:35])=[CH:16][CH:15]=3)[CH:18]=2)[C:22]1=[O:26])[C:28]([O:30][CH3:31])=[O:29]. (2) Given the reactants [NH2:1][C:2]1[N:7]=[CH:6][C:5]([NH:8][C:9](=[O:27])[C:10]2[CH:11]=[C:12]([CH:23]=[CH:24][C:25]=2[CH3:26])[C:13]([NH:15][CH2:16][CH2:17][CH:18]2[CH2:22][CH2:21][CH2:20][CH2:19]2)=[O:14])=[CH:4][CH:3]=1.C(N(CC)CC)C.[C:35](Cl)(=[O:40])[CH2:36][CH:37]([CH3:39])[CH3:38], predict the reaction product. The product is: [CH:18]1([CH2:17][CH2:16][NH:15][C:13](=[O:14])[C:12]2[CH:23]=[CH:24][C:25]([CH3:26])=[C:10]([C:9]([NH:8][C:5]3[CH:6]=[N:7][C:2]([NH:1][C:35](=[O:40])[CH2:36][CH:37]([CH3:39])[CH3:38])=[CH:3][CH:4]=3)=[O:27])[CH:11]=2)[CH2:22][CH2:21][CH2:20][CH2:19]1. (3) Given the reactants [CH3:1][C:2]1[S:6][C:5]([C:7]([OH:9])=[O:8])=[CH:4][C:3]=1[N+:10]([O-:12])=[O:11].S(=O)(=O)(O)O.[CH3:18]O, predict the reaction product. The product is: [CH3:18][O:8][C:7]([C:5]1[S:6][C:2]([CH3:1])=[C:3]([N+:10]([O-:12])=[O:11])[CH:4]=1)=[O:9]. (4) Given the reactants [N+:1]([C:4]1[CH:5]=[C:6]([CH:10]2[C:19]([C:20]3[CH:21]=[CH:22][C:23]4[O:28][CH2:27][C:26](=[O:29])[NH:25][C:24]=4[CH:30]=3)=[CH:18][C:17]3[C:12](=[CH:13][CH:14]=[CH:15][CH:16]=3)[S:11]2)[CH:7]=[CH:8][CH:9]=1)([O-])=O.C(O)(=O)C, predict the reaction product. The product is: [NH2:1][C:4]1[CH:5]=[C:6]([CH:10]2[C:19]([C:20]3[CH:21]=[CH:22][C:23]4[O:28][CH2:27][C:26](=[O:29])[NH:25][C:24]=4[CH:30]=3)=[CH:18][C:17]3[C:12](=[CH:13][CH:14]=[CH:15][CH:16]=3)[S:11]2)[CH:7]=[CH:8][CH:9]=1. (5) Given the reactants [CH3:1][C:2]([CH3:8])([CH:5]([CH3:7])[CH3:6])[CH:3]=[CH2:4].C1C[O:12]CC1, predict the reaction product. The product is: [CH3:1][C:2]([CH3:8])([CH:5]([CH3:7])[CH3:6])[CH2:3][CH2:4][OH:12]. (6) Given the reactants Br[C:2]1[S:6][CH:5]=[N:4][C:3]=1[NH:7][C:8](=[O:10])[CH3:9].C(=O)([O-])[O-].[K+].[K+].[CH3:17][C:18]1[N:19]=[C:20]([CH2:23][CH2:24][CH3:25])[NH:21][CH:22]=1, predict the reaction product. The product is: [CH3:17][C:18]1[N:19]=[C:20]([CH2:23][CH2:24][CH3:25])[N:21]([C:2]2[S:6][CH:5]=[N:4][C:3]=2[NH:7][C:8](=[O:10])[CH3:9])[CH:22]=1. (7) Given the reactants [CH2:1]([O:8][C:9]1[CH:10]=[C:11]([CH2:16][OH:17])[CH:12]=[CH:13][C:14]=1[CH3:15])[C:2]1[CH:7]=[CH:6][CH:5]=[CH:4][CH:3]=1.C1C=C[NH+]=CC=1.[O-][Cr](Cl)(=O)=O, predict the reaction product. The product is: [CH2:1]([O:8][C:9]1[CH:10]=[C:11]([CH:12]=[CH:13][C:14]=1[CH3:15])[CH:16]=[O:17])[C:2]1[CH:3]=[CH:4][CH:5]=[CH:6][CH:7]=1. (8) Given the reactants C1(C2C=CC=CC=2)C=CC=C(NC(=O)CCCCCNC(=O)CSCC(O)=O)C=1.[CH2:30]([O:37][CH2:38][C:39]([NH:41][CH2:42][CH2:43][CH2:44][CH2:45][CH2:46][C:47]([O:49]C)=[O:48])=[O:40])[C:31]1[CH:36]=[CH:35][CH:34]=[CH:33][CH:32]=1, predict the reaction product. The product is: [CH2:30]([O:37][CH2:38][C:39]([NH:41][CH2:42][CH2:43][CH2:44][CH2:45][CH2:46][C:47]([OH:49])=[O:48])=[O:40])[C:31]1[CH:32]=[CH:33][CH:34]=[CH:35][CH:36]=1.